This data is from Experimentally validated miRNA-target interactions with 360,000+ pairs, plus equal number of negative samples. The task is: Binary Classification. Given a miRNA mature sequence and a target amino acid sequence, predict their likelihood of interaction. (1) The miRNA is hsa-miR-193b-3p with sequence AACUGGCCCUCAAAGUCCCGCU. The protein sequence of the target gene is MRRTGPEEEACGVWLDAAALKRRKVQTHLIKPGTKMLTLLPGERKANIYFTQRRAPSTGIHQRSIASFFTLQPGKTNGSDQKSVSSHTESQINKESKKNATQLDHLIPGLAHDCMASPLATSTTADIQEAGLSPQSLQTSGHHRMKTPFSTELSLLQPDTPDCAGDSHTPLAFSFTEDLESSCLLDRKEEKGDSARKWEWLHESKKNYQSMEKHTKLPGDKCCQPLGKTKLERKVSAKENRQAPVLLQTYRESWNGENIESVKQSRSPVSVFSWDNEKNDKDSWSQLFTEDSQGQRVIAH.... Result: 1 (interaction). (2) Result: 1 (interaction). The miRNA is hsa-miR-26b-5p with sequence UUCAAGUAAUUCAGGAUAGGU. The protein sequence of the target gene is MNNTAASPMSTATSSSGRSTGKSISFATELQSMMYSLGDARRPLHETAVLVEDVVHTQLINLLQQAAEVSQLRGARVITPEDLLFLMRKDKKKLRRLLKYMFIRDYKSKIVKGIDEDDLLEDKLSGSNNANKRQKIAQDFLNSIDQTGELLAMFEDDEIDEVKQERMERAERQTRIMDSAQYAEFCESRQLSFSKKASKFRDWLDCSSMEIKPNVVAMEILAYLAYETVAQLVDLALLVRQDMVTKAGDPFSHAISATFIQYHNSAESTAACGVEAHSDAIQPCHIREAIRRYSHRIGPL.... (3) The protein sequence of the target gene is MYTFVVRDENSSVYAEVSRLLLATGYWKRLRRDNPRFNLMLGERNRLPFGRLGHEPGLAQLVNYYRGADKLCRKASLVKLVKTSPELSESCSWFPESYVIYPTNLKTPVAPAQNGIQLPVSNSRTDEREFFLASYNRKKEDGEGNVWIAKSSAGAKGEGILISSEASELLDFIDSQGQVHVIQKYLERPLLLEPGHRKFDIRSWVLVDHQYNIYLYREGVLRTASEPYHVDNFQDKTCHLTNHCIQKEYSKNYGKYEEGNEMFFEEFNQYLTSALNITLESSILLQIKHIIRSCLMSVEP.... The miRNA is rno-miR-187-3p with sequence UCGUGUCUUGUGUUGCAGCCGG. Result: 0 (no interaction). (4) The miRNA is hsa-miR-24-3p with sequence UGGCUCAGUUCAGCAGGAACAG. The protein sequence of the target gene is MASSGGELGSLFDHHVQRAVCDTRAKYREGRRPRAVKVYTINLESQYLLIQGVPAVGVMKELVERFALYGAIEQYNALDEYPAEDFTEVYLIKFMNLQSARTAKRKMDEQSFFGGLLHVCYAPEFETVEETRKKLQMRKAYVVKTTENKDHYVTKKKLVTEHKDTEDFRQDFHSEMSGFCKAALNTSAGNSNPYLPYSCELPLCYFSSKCMCSSGGPVDRAPDSSKDGRNHHKTMGHYNHNDSLRKTQINSLKNSVACPGAQKAITSSEAVDRFMPRTTQLQERKRRREDDRKLGTFLQT.... Result: 1 (interaction). (5) The protein sequence of the target gene is MEGAGGANDKKKISSERRKEKSRDAARSRRSKESEVFYELAHQLPLPHNVSSHLDKASVMRLTISYLRVRKLLDAGDLDIEDDMKAQMNCFYLKALDGFVMVLTDDGDMIYISDNVNKYMGLTQFELTGHSVFDFTHPCDHEEMREMLTHRNGLVKKGKEQNTQRSFFLRMKCTLTSRGRTMNIKSATWKVLHCTGHIHVYDTNSNQPQCGYKKPPMTCLVLICEPIPHPSNIEIPLDSKTFLSRHSLDMKFSYCDERITELMGYEPEELLGRSIYEYYHALDSDHLTKTHHDMFTKGQV.... Result: 1 (interaction). The miRNA is hsa-miR-625-3p with sequence GACUAUAGAACUUUCCCCCUCA.